Task: Predict which catalyst facilitates the given reaction.. Dataset: Catalyst prediction with 721,799 reactions and 888 catalyst types from USPTO (1) Reactant: [H-].[Al+3].[Li+].[H-].[H-].[H-].[NH2:7][CH2:8][C:9]1([NH2:22])[CH2:14][CH2:13][N:12]([CH2:15][C:16]2[CH:21]=[CH:20][CH:19]=[CH:18][CH:17]=2)[CH2:11][CH2:10]1.[OH-].[Na+].[O-]S([O-])(=O)=O.[Mg+2]. Product: [NH2:22][C:9]1([C:8]#[N:7])[CH2:14][CH2:13][N:12]([CH2:15][C:16]2[CH:21]=[CH:20][CH:19]=[CH:18][CH:17]=2)[CH2:11][CH2:10]1. The catalyst class is: 280. (2) Reactant: [C:1](O[C:1](=[O:4])[CH2:2][CH3:3])(=[O:4])[CH2:2][CH3:3].[OH:10][CH:11]1[C:28]([CH3:30])([CH3:29])[O:27][C:26]2[C:13](=[C:14]3[C:23](=[C:24]([O:31][CH3:32])[CH:25]=2)[C:22](=[O:33])[C:21]2[CH:20]=[C:19]4[CH:34]=[CH:35][CH:36]=[CH:37][C:18]4=[CH:17][C:16]=2[NH:15]3)[C:12]1=[O:38]. Product: [C:1]([O:10][CH:11]1[C:28]([CH3:29])([CH3:30])[O:27][C:26]2[C:13](=[C:14]3[C:23](=[C:24]([O:31][CH3:32])[CH:25]=2)[C:22](=[O:33])[C:21]2[CH:20]=[C:19]4[CH:34]=[CH:35][CH:36]=[CH:37][C:18]4=[CH:17][C:16]=2[NH:15]3)[C:12]1=[O:38])(=[O:4])[CH2:2][CH3:3]. The catalyst class is: 17. (3) Reactant: [O-][CH2:2]C.[Na+].[NH2:5][C:6]1[CH:11]=[C:10]([O:12][CH2:13][C:14]2[CH:19]=[CH:18][CH:17]=[CH:16][CH:15]=2)[C:9]([O:20][CH3:21])=[CH:8][C:7]=1[C:22](=[O:24])[CH3:23].C(OCC)=O.Cl. Product: [CH2:13]([O:12][C:10]1[CH:11]=[C:6]2[C:7]([C:22]([OH:24])=[CH:23][CH:2]=[N:5]2)=[CH:8][C:9]=1[O:20][CH3:21])[C:14]1[CH:19]=[CH:18][CH:17]=[CH:16][CH:15]=1. The catalyst class is: 149. (4) Reactant: [NH:1]1[CH2:12][CH2:11][NH:10][CH2:9][CH2:8][NH:7][CH2:6][CH2:5][NH:4][CH2:3][CH2:2]1.Cl.Cl[C:15]([O:17][CH2:18][C:19]1[CH:24]=[CH:23][CH:22]=[CH:21][CH:20]=1)=[O:16].[OH-:25].[Na+]. Product: [CH2:18]([O:17][C:15]([N:1]1[CH2:12][CH2:11][NH:10][CH2:9][CH2:8][N:7]([C:15]([O:17][CH2:18][C:19]2[CH:24]=[CH:23][CH:22]=[CH:21][CH:20]=2)=[O:25])[CH2:6][CH2:5][NH:4][CH2:3][CH2:2]1)=[O:16])[C:19]1[CH:24]=[CH:23][CH:22]=[CH:21][CH:20]=1. The catalyst class is: 127. (5) Reactant: [F:1][C:2]1[C:7]([NH2:8])=[CH:6][CH:5]=[C:4]([F:9])[C:3]=1[NH:10][C:11]1[C:16]([C:17]2[N:25]=[CH:24][N:23]=[C:22]3[C:18]=2[N:19]=[CH:20][N:21]3[CH:26]2[CH2:31][CH2:30][CH2:29][CH2:28][O:27]2)=[CH:15][CH:14]=[CH:13][N:12]=1.[CH3:32][C:33]1[O:37][C:36]([S:38](Cl)(=[O:40])=[O:39])=[CH:35][CH:34]=1.N1C=CC=CC=1. Product: [F:1][C:2]1[C:3]([NH:10][C:11]2[C:16]([C:17]3[N:25]=[CH:24][N:23]=[C:22]4[C:18]=3[N:19]=[CH:20][N:21]4[CH:26]3[CH2:31][CH2:30][CH2:29][CH2:28][O:27]3)=[CH:15][CH:14]=[CH:13][N:12]=2)=[C:4]([F:9])[CH:5]=[CH:6][C:7]=1[NH:8][S:38]([C:36]1[O:37][C:33]([CH3:32])=[CH:34][CH:35]=1)(=[O:40])=[O:39]. The catalyst class is: 4. (6) The catalyst class is: 5. Reactant: [Cl:1][C:2]1[CH:3]=[CH:4][C:5]2[N:11]3[CH:12]=[CH:13][CH:14]=[C:10]3[CH:9]([CH2:15][C:16]([N:18]3[CH2:23][CH2:22][CH:21]([CH2:24][C:25]([O:27]CC)=[O:26])[CH2:20][CH2:19]3)=[O:17])[O:8][CH:7]([C:30]3[CH:35]=[CH:34][CH:33]=[C:32]([O:36][CH3:37])[CH:31]=3)[C:6]=2[CH:38]=1.C(=O)([O-])[O-].[K+].[K+].O.Cl. Product: [Cl:1][C:2]1[CH:3]=[CH:4][C:5]2[N:11]3[CH:12]=[CH:13][CH:14]=[C:10]3[CH:9]([CH2:15][C:16]([N:18]3[CH2:23][CH2:22][CH:21]([CH2:24][C:25]([OH:27])=[O:26])[CH2:20][CH2:19]3)=[O:17])[O:8][CH:7]([C:30]3[CH:35]=[CH:34][CH:33]=[C:32]([O:36][CH3:37])[CH:31]=3)[C:6]=2[CH:38]=1. (7) Reactant: [O:1]1[CH:5]=[CH:4][CH:3]=[C:2]1[C:6]1[C:7]2[NH:15][N:14]=[N:13][C:8]=2[N:9]=[C:10]([NH2:12])[N:11]=1.[H-].[Na+].Br[CH2:19][C:20]1[CH:35]=[CH:34][C:23]2[N:24]([C:27]([O:29][C:30]([CH3:33])([CH3:32])[CH3:31])=[O:28])[N:25]=[N:26][C:22]=2[CH:21]=1. Product: [NH2:12][C:10]1[N:11]=[C:6]([C:2]2[O:1][CH:5]=[CH:4][CH:3]=2)[C:7]2[N:15]=[N:14][N:13]([CH2:19][C:20]3[CH:35]=[CH:34][C:23]4[N:24]([C:27]([O:29][C:30]([CH3:31])([CH3:33])[CH3:32])=[O:28])[N:25]=[N:26][C:22]=4[CH:21]=3)[C:8]=2[N:9]=1. The catalyst class is: 3. (8) Product: [O:17]1[CH:18]=[CH:19][N:20]=[C:16]1[C:14]1[CH:15]=[C:7]([C:5]([N:4]([CH2:21][CH2:22][CH3:23])[CH2:1][CH2:2][CH3:3])=[O:6])[CH:8]=[C:9]([CH:13]=1)[C:10]([NH2:27])=[O:11]. Reactant: [CH2:1]([N:4]([CH2:21][CH2:22][CH3:23])[C:5]([C:7]1[CH:8]=[C:9]([CH:13]=[C:14]([C:16]2[O:17][CH:18]=[CH:19][N:20]=2)[CH:15]=1)[C:10](O)=[O:11])=[O:6])[CH2:2][CH3:3].C([N:27](CC)C(C)C)(C)C.CN(C(ON1N=NC2C=CC=CC1=2)=[N+](C)C)C.F[P-](F)(F)(F)(F)F. The catalyst class is: 2. (9) Reactant: CS[C:3]1[N:8]=[C:7]([C:9]2[CH:14]=[CH:13][C:12]([C:15]([F:18])([F:17])[F:16])=[CH:11][CH:10]=2)[CH:6]=[CH:5][N:4]=1.O[O:20][S:21]([O-:23])=O.[K+].[CH3:25]O. Product: [CH3:25][S:21]([C:3]1[N:8]=[C:7]([C:9]2[CH:10]=[CH:11][C:12]([C:15]([F:18])([F:16])[F:17])=[CH:13][CH:14]=2)[CH:6]=[CH:5][N:4]=1)(=[O:23])=[O:20]. The catalyst class is: 6.